From a dataset of Reaction yield outcomes from USPTO patents with 853,638 reactions. Predict the reaction yield, written as a fraction of the theoretical maximum amount of product (1.0 means a 100% yield; for example, 0.34 means a 34% yield). The reactants are [Cl:1][C:2]1[CH:7]=[CH:6][C:5]([CH2:8][C:9]([C:11]2[CH:16]=[C:15]([O:17][CH:18]3[CH2:23][CH2:22][CH2:21][CH2:20][O:19]3)[CH:14]=[CH:13][C:12]=2[OH:24])=[O:10])=[CH:4][C:3]=1[F:25].[I:26][C:27]1[CH:34]=[CH:33][C:30]([CH:31]=O)=[CH:29][CH:28]=1.N1CCCCC1.N12CCCN=C1CCCCC2. The catalyst is C(O)(CC)C. The product is [Cl:1][C:2]1[CH:7]=[CH:6][C:5]([CH:8]2[C:9](=[O:10])[C:11]3[C:12](=[CH:13][CH:14]=[C:15]([O:17][CH:18]4[CH2:23][CH2:22][CH2:21][CH2:20][O:19]4)[CH:16]=3)[O:24][CH:31]2[C:30]2[CH:33]=[CH:34][C:27]([I:26])=[CH:28][CH:29]=2)=[CH:4][C:3]=1[F:25]. The yield is 0.850.